Dataset: Forward reaction prediction with 1.9M reactions from USPTO patents (1976-2016). Task: Predict the product of the given reaction. (1) Given the reactants C(N[C:6](=[O:8])O)(C)(C)C.COC[NH:12][S:13]([CH:16]1[CH2:18][CH2:17]1)(=[O:15])=[O:14].[C:19](O)(C(F)(F)F)=O.C(Cl)Cl, predict the reaction product. The product is: [CH3:19][O:8][CH2:6][C:16]1([S:13]([NH2:12])(=[O:14])=[O:15])[CH2:17][CH2:18]1. (2) Given the reactants [Li+].CC([N-]C(C)C)C.[Li]CCCC.N(C(C)C)C(C)C.[C:21]1([S:27]([N:30]2[C:34]3[N:35]=[C:36]([Cl:40])[N:37]=[C:38]([Cl:39])[C:33]=3[CH:32]=[CH:31]2)(=[O:29])=[O:28])[CH:26]=[CH:25][CH:24]=[CH:23][CH:22]=1.[Br:41]C(Cl)(Cl)C(Cl)(Cl)Br, predict the reaction product. The product is: [C:21]1([S:27]([N:30]2[C:34]3[N:35]=[C:36]([Cl:40])[N:37]=[C:38]([Cl:39])[C:33]=3[CH:32]=[C:31]2[Br:41])(=[O:28])=[O:29])[CH:22]=[CH:23][CH:24]=[CH:25][CH:26]=1. (3) Given the reactants [F:1][C:2]1[CH:17]=[CH:16][C:5]([CH2:6][C:7]2[C:8]([CH3:15])=[C:9]([CH3:14])[C:10](=[O:13])[NH:11][N:12]=2)=[CH:4][C:3]=1C(N1CCN2C(C(F)(F)F)=NN=C2C1)=O.C1(P(N=[N+]=[N-])(C2C=CC=CC=2)=[O:40])C=CC=CC=1.CC[N:52]([CH2:55]C)CC.[C:57]([OH:61])([CH3:60])([CH3:59])[CH3:58].C1(C)C=CC=CC=1, predict the reaction product. The product is: [C:57]([O:61][C:55](=[O:40])[NH:52][C:3]1[CH:4]=[C:5]([CH2:6][C:7]2[C:8]([CH3:15])=[C:9]([CH3:14])[C:10](=[O:13])[NH:11][N:12]=2)[CH:16]=[CH:17][C:2]=1[F:1])([CH3:60])([CH3:59])[CH3:58]. (4) The product is: [N+:1]([C:4]1[CH:5]=[CH:6][C:7]([CH:10]2[O:15][CH2:14][CH2:13][NH:12][CH2:11]2)=[CH:8][CH:9]=1)([O-:3])=[O:2]. Given the reactants [N+:1]([C:4]1[CH:9]=[CH:8][C:7]([CH:10]2[O:15][CH2:14][CH2:13][N:12](S(C3C=CC(C)=CC=3)(=O)=O)[CH2:11]2)=[CH:6][CH:5]=1)([O-:3])=[O:2].C1(O)C=CC=CC=1.Br.CC(O)=O, predict the reaction product. (5) Given the reactants [F:1][C:2]([F:51])([F:50])[C:3]1[CH:4]=[C:5]([C:13]([CH3:49])([CH3:48])[C:14]([N:16]([CH3:47])[C:17]2[C:18]([C:39]3[CH:44]=[CH:43][C:42]([F:45])=[CH:41][C:40]=3[CH3:46])=[CH:19][C:20]([C:23]#[C:24][CH2:25][C@H:26]([NH:31]C(OC(C)(C)C)=O)[C:27]([O:29][CH3:30])=[O:28])=[N:21][CH:22]=2)=[O:15])[CH:6]=[C:7]([C:9]([F:12])([F:11])[F:10])[CH:8]=1.ClCCl, predict the reaction product. The product is: [F:50][C:2]([F:1])([F:51])[C:3]1[CH:4]=[C:5]([C:13]([CH3:49])([CH3:48])[C:14]([N:16]([CH3:47])[C:17]2[C:18]([C:39]3[CH:44]=[CH:43][C:42]([F:45])=[CH:41][C:40]=3[CH3:46])=[CH:19][C:20]([C:23]3[CH2:24][CH2:25][C@@H:26]([C:27]([O:29][CH3:30])=[O:28])[N:31]=3)=[N:21][CH:22]=2)=[O:15])[CH:6]=[C:7]([C:9]([F:12])([F:11])[F:10])[CH:8]=1. (6) Given the reactants I[C:2]1[N:3]=[CH:4][N:5]([C:7]2[N:12]=[C:11]([C:13]3[CH:18]=[CH:17][C:16]([C:19]([F:22])([F:21])[F:20])=[CH:15][CH:14]=3)[CH:10]=[C:9]([CH3:23])[N:8]=2)[CH:6]=1.[C:24]([NH:28][S:29]([C:32]1[CH:37]=[CH:36][C:35](B(O)O)=[CH:34][CH:33]=1)(=[O:31])=[O:30])([CH3:27])([CH3:26])[CH3:25], predict the reaction product. The product is: [C:24]([NH:28][S:29]([C:32]1[CH:37]=[CH:36][C:35]([C:2]2[N:3]=[CH:4][N:5]([C:7]3[N:8]=[C:9]([CH3:23])[CH:10]=[C:11]([C:13]4[CH:18]=[CH:17][C:16]([C:19]([F:22])([F:21])[F:20])=[CH:15][CH:14]=4)[N:12]=3)[CH:6]=2)=[CH:34][CH:33]=1)(=[O:31])=[O:30])([CH3:27])([CH3:25])[CH3:26]. (7) Given the reactants [CH3:1][C:2]1[CH:22]=[CH:21][CH:20]=[C:19]([CH3:23])[C:3]=1[CH2:4][O:5][C:6]1[CH:7]=[C:8]([CH:14]=[CH:15][C:16]=1[O:17][CH3:18])[C:9](OCC)=[O:10].[H-].[H-].[H-].[H-].[Li+].[Al+3], predict the reaction product. The product is: [CH3:23][C:19]1[CH:20]=[CH:21][CH:22]=[C:2]([CH3:1])[C:3]=1[CH2:4][O:5][C:6]1[CH:7]=[C:8]([CH2:9][OH:10])[CH:14]=[CH:15][C:16]=1[O:17][CH3:18].